From a dataset of Full USPTO retrosynthesis dataset with 1.9M reactions from patents (1976-2016). Predict the reactants needed to synthesize the given product. (1) Given the product [CH2:1]([C:5]1[N:6]=[C:7]([CH3:27])[N:8]([CH2:66][C:63]2[CH:62]=[CH:61][C:60]([CH3:59])=[CH:65][N:64]=2)[C:9](=[O:26])[C:10]=1[CH2:11][C:12]1[CH:17]=[CH:16][C:15]([C:18]2[C:19]([C:24]#[N:25])=[CH:20][CH:21]=[CH:22][CH:23]=2)=[CH:14][CH:13]=1)[CH2:2][CH2:3][CH3:4], predict the reactants needed to synthesize it. The reactants are: [CH2:1]([C:5]1[N:6]=[C:7]([CH3:27])[NH:8][C:9](=[O:26])[C:10]=1[CH2:11][C:12]1[CH:17]=[CH:16][C:15]([C:18]2[C:19]([C:24]#[N:25])=[CH:20][CH:21]=[CH:22][CH:23]=2)=[CH:14][CH:13]=1)[CH2:2][CH2:3][CH3:4].N(C(N1CCCCC1)=O)=NC(N1CCCCC1)=O.C(P(CCCC)CCCC)CCC.[CH3:59][C:60]1[CH:61]=[CH:62][C:63]([CH2:66]O)=[N:64][CH:65]=1. (2) Given the product [CH3:29][O:30][C:31](=[O:32])[NH:33][C@H:34]([C:39]([NH:41][NH:42][CH2:10][CH2:9][C@:8]([CH2:1][C:2]1[CH:3]=[CH:4][CH:5]=[CH:6][CH:7]=1)([OH:28])[C:12]([N:14]1[C@H:18]2[C:19]3[CH:20]=[CH:21][CH:22]=[CH:23][C:24]=3[CH2:25][C@H:17]2[O:16][C:15]1([CH3:27])[CH3:26])=[O:13])=[O:40])[C:35]([CH3:38])([CH3:37])[CH3:36], predict the reactants needed to synthesize it. The reactants are: [CH2:1]([C@@:8]([OH:28])([C:12]([N:14]1[C@H:18]2[C:19]3[CH:20]=[CH:21][CH:22]=[CH:23][C:24]=3[CH2:25][C@H:17]2[O:16][C:15]1([CH3:27])[CH3:26])=[O:13])[CH2:9][CH:10]=O)[C:2]1[CH:7]=[CH:6][CH:5]=[CH:4][CH:3]=1.[CH3:29][O:30][C:31]([NH:33][C@H:34]([C:39]([NH:41][NH2:42])=[O:40])[C:35]([CH3:38])([CH3:37])[CH3:36])=[O:32].[BH-](OC(C)=O)(OC(C)=O)OC(C)=O.[Na+]. (3) Given the product [Cl:23][C:12]1[C:11]([C:5]2[CH:10]=[CH:9][CH:8]=[CH:7][CH:6]=2)=[N:1][N:18]=[C:17]2[NH:16][N:15]=[C:14]([C:19]([F:21])([F:22])[F:20])[C:13]=12, predict the reactants needed to synthesize it. The reactants are: [N:1]([O-])=O.[Na+].[C:5]1([C:11]#[C:12][C:13]2[C:14]([C:19]([F:22])([F:21])[F:20])=[N:15][NH:16][C:17]=2[NH2:18])[CH:10]=[CH:9][CH:8]=[CH:7][CH:6]=1.[ClH:23].